Dataset: Catalyst prediction with 721,799 reactions and 888 catalyst types from USPTO. Task: Predict which catalyst facilitates the given reaction. (1) The catalyst class is: 21. Product: [Br:1][C:2]1[S:6][C:5]([Cl:7])=[C:4]([CH2:8][C:9]2[CH:14]=[CH:13][C:12]([O:15][CH2:17][CH2:18][CH3:19])=[CH:11][CH:10]=2)[CH:3]=1. Reactant: [Br:1][C:2]1[S:6][C:5]([Cl:7])=[C:4]([CH2:8][C:9]2[CH:14]=[CH:13][C:12]([OH:15])=[CH:11][CH:10]=2)[CH:3]=1.I[CH2:17][CH2:18][CH3:19].C([O-])([O-])=O.[Cs+].[Cs+]. (2) The catalyst class is: 4. Reactant: [Br:1][C:2]1[CH:3]=[C:4]([Cl:14])[C:5]2[O:9][C:8]([CH2:10][CH2:11][OH:12])=[CH:7][C:6]=2[CH:13]=1.C(N(CC)CC)C.[C:22]1([CH3:32])[CH:27]=[CH:26][C:25]([S:28](Cl)(=[O:30])=[O:29])=[CH:24][CH:23]=1. Product: [CH3:32][C:22]1[CH:27]=[CH:26][C:25]([S:28]([O:12][CH2:11][CH2:10][C:8]2[O:9][C:5]3[C:4]([Cl:14])=[CH:3][C:2]([Br:1])=[CH:13][C:6]=3[CH:7]=2)(=[O:30])=[O:29])=[CH:24][CH:23]=1. (3) Reactant: [F:1][C:2]([F:7])([F:6])[C:3]([OH:5])=[O:4].[CH2:8]([O:12][C:13]1([C:17]2[CH:22]=[CH:21][CH:20]=[CH:19][C:18]=2[CH3:23])[CH2:16][NH:15][CH2:14]1)[CH2:9][CH2:10][CH3:11].C(OC(N1CCC1)=O)(C)(C)C. Product: [F:1][C:2]([F:7])([F:6])[C:3]([OH:5])=[O:4].[CH2:8]([O:12][C:13]1([C:17]2[CH:22]=[CH:21][CH:20]=[CH:19][C:18]=2[CH3:23])[CH2:14][NH:15][CH2:16]1)[CH2:9][CH2:10][CH3:11]. The catalyst class is: 4. (4) Reactant: C[SiH](C)[O:3][CH:4](C(C)(C)C(C)C)[C@H:5]1[N:10]2[C:11]3[CH:12]=[CH:13][C:14]([O:18][CH:19]4[CH2:24][CH2:23][N:22]([CH:25]([CH3:27])[CH3:26])[CH2:21][CH2:20]4)=[CH:15][C:16]=3[CH:17]=[C:9]2[C:8](=[O:28])[NH:7][CH2:6]1.[F-].C([N+](CCCC)(CCCC)CCCC)CCC. Product: [OH:3][CH2:4][C@H:5]1[N:10]2[C:11]3[CH:12]=[CH:13][C:14]([O:18][CH:19]4[CH2:24][CH2:23][N:22]([CH:25]([CH3:26])[CH3:27])[CH2:21][CH2:20]4)=[CH:15][C:16]=3[CH:17]=[C:9]2[C:8](=[O:28])[NH:7][CH2:6]1. The catalyst class is: 7. (5) Reactant: [F:1][C:2]1[CH:3]=[C:4]([CH:9]=[CH:10][C:11]=1[C:12]1[CH:17]=[N:16][C:15]([O:18][CH2:19][CH:20]2[CH2:25][CH2:24][N:23]([CH2:26][C:27]3([C:31]([F:34])([F:33])[F:32])[CH2:30][CH2:29][CH2:28]3)[CH2:22][CH2:21]2)=[CH:14][N:13]=1)[C:5]([O:7]C)=[O:6].O[Li].O. Product: [F:1][C:2]1[CH:3]=[C:4]([CH:9]=[CH:10][C:11]=1[C:12]1[CH:17]=[N:16][C:15]([O:18][CH2:19][CH:20]2[CH2:21][CH2:22][N:23]([CH2:26][C:27]3([C:31]([F:34])([F:32])[F:33])[CH2:28][CH2:29][CH2:30]3)[CH2:24][CH2:25]2)=[CH:14][N:13]=1)[C:5]([OH:7])=[O:6]. The catalyst class is: 1. (6) Reactant: [CH2:1]([N:8]1[C:12](I)=[C:11]([CH:14]=[O:15])[CH:10]=[C:9]1[C:16]([O:18][CH3:19])=[O:17])[C:2]1[CH:7]=[CH:6][CH:5]=[CH:4][CH:3]=1.[C:20]1([C:26]([C:30]2[CH:35]=[CH:34][CH:33]=[CH:32][CH:31]=2)([OH:29])[C:27]#[CH:28])[CH:25]=[CH:24][CH:23]=[CH:22][CH:21]=1.C1C=CC(P(C2C=CC=CC=2)C2C=CC=CC=2)=CC=1.CCN(CC)CC. Product: [CH2:1]([N:8]1[C:12]([C:28]#[C:27][C:26]([OH:29])([C:20]2[CH:25]=[CH:24][CH:23]=[CH:22][CH:21]=2)[C:30]2[CH:35]=[CH:34][CH:33]=[CH:32][CH:31]=2)=[C:11]([CH:14]=[O:15])[CH:10]=[C:9]1[C:16]([O:18][CH3:19])=[O:17])[C:2]1[CH:7]=[CH:6][CH:5]=[CH:4][CH:3]=1. The catalyst class is: 654. (7) Reactant: Br[CH2:2][CH2:3][C:4]([C:6]1[CH:11]=[CH:10][CH:9]=[CH:8][CH:7]=1)=[O:5].[C:12]([Cu])#[N:13].Cl. Product: [C:12]([CH2:2][CH2:3][C:4]([C:6]1[CH:11]=[CH:10][CH:9]=[CH:8][CH:7]=1)=[O:5])#[N:13]. The catalyst class is: 18. (8) Reactant: [Br:1][C:2]1[CH:7]=[C:6]([C:8]([F:11])([F:10])[F:9])[CH:5]=[C:4]([CH2:12]Br)[CH:3]=1.[F:14][C:15]1[CH:20]=[CH:19][C:18]([C:21]2([CH2:34][OH:35])[CH2:26][CH2:25][N:24]([C:27]([O:29][C:30]([CH3:33])([CH3:32])[CH3:31])=[O:28])[CH2:23][CH2:22]2)=[CH:17][CH:16]=1.[H-].[Na+]. Product: [Br:1][C:2]1[CH:3]=[C:4]([CH:5]=[C:6]([C:8]([F:11])([F:10])[F:9])[CH:7]=1)[CH2:12][O:35][CH2:34][C:21]1([C:18]2[CH:17]=[CH:16][C:15]([F:14])=[CH:20][CH:19]=2)[CH2:22][CH2:23][N:24]([C:27]([O:29][C:30]([CH3:33])([CH3:32])[CH3:31])=[O:28])[CH2:25][CH2:26]1. The catalyst class is: 35. (9) Product: [CH2:1]([O:5][C:6]1[CH:7]=[C:8]([CH:27]=[CH:28][C:29]=1[O:30][CH3:31])/[CH:9]=[C:10]1\[CH2:11][O:12][C:13]2[C:18]([C:19]\1=[O:20])=[C:17]([O:21][CH3:22])[C:16]([O:23][CH3:24])=[C:15]([O:25][CH3:26])[CH:14]=2)[C:2]1[CH:4]=[CH:28][CH:29]=[CH:6][CH:7]=1. The catalyst class is: 13. Reactant: [CH3:1][C:2]([CH3:4])=O.[OH:5][C:6]1[CH:7]=[C:8]([CH:27]=[CH:28][C:29]=1[O:30][CH3:31])/[CH:9]=[C:10]1\[CH2:11][O:12][C:13]2[C:18]([C:19]\1=[O:20])=[C:17]([O:21][CH3:22])[C:16]([O:23][CH3:24])=[C:15]([O:25][CH3:26])[CH:14]=2.C([O-])([O-])=O.[K+].[K+].